This data is from CYP2D6 inhibition data for predicting drug metabolism from PubChem BioAssay. The task is: Regression/Classification. Given a drug SMILES string, predict its absorption, distribution, metabolism, or excretion properties. Task type varies by dataset: regression for continuous measurements (e.g., permeability, clearance, half-life) or binary classification for categorical outcomes (e.g., BBB penetration, CYP inhibition). Dataset: cyp2d6_veith. (1) The compound is COc1cc(CNC(C)(C)CO)ccc1OCC(=O)Nc1ccc(Br)cc1. The result is 1 (inhibitor). (2) The compound is CCCCN1C(=O)C(NC(=O)c2cccnc2)(C(F)(F)F)C2=C1CC(C)(C)CC2=O. The result is 0 (non-inhibitor).